Dataset: TCR-epitope binding with 47,182 pairs between 192 epitopes and 23,139 TCRs. Task: Binary Classification. Given a T-cell receptor sequence (or CDR3 region) and an epitope sequence, predict whether binding occurs between them. (1) The epitope is NLWNTFTRL. The TCR CDR3 sequence is CSVEGASGISYNEQFF. Result: 0 (the TCR does not bind to the epitope). (2) The epitope is KLPDDFTGCV. The TCR CDR3 sequence is CASSFTTGDEQYF. Result: 0 (the TCR does not bind to the epitope). (3) Result: 1 (the TCR binds to the epitope). The TCR CDR3 sequence is CASSKGQRLAKNIQYF. The epitope is IPIQASLPF. (4) The epitope is ILHCANFNV. The TCR CDR3 sequence is CASSLGTTEAFF. Result: 1 (the TCR binds to the epitope).